Dataset: Forward reaction prediction with 1.9M reactions from USPTO patents (1976-2016). Task: Predict the product of the given reaction. (1) Given the reactants [C:1]([N:4]1[C:13]2[C:8](=[CH:9][C:10]([C:14]3[CH:22]=[CH:21][C:17]([C:18](O)=[O:19])=[CH:16][CH:15]=3)=[CH:11][CH:12]=2)[C@H:7]([NH:23][C:24]2[CH:29]=[CH:28][C:27]([C:30]#[N:31])=[CH:26][N:25]=2)[CH2:6][C@@H:5]1[CH3:32])(=[O:3])[CH3:2].CN(C(ON1N=NC2C=CC=NC1=2)=[N+](C)C)C.F[P-](F)(F)(F)(F)F.CCN(C(C)C)C(C)C.[NH2:66][CH2:67][CH2:68][NH:69][C:70](=[O:76])[O:71][C:72]([CH3:75])([CH3:74])[CH3:73], predict the reaction product. The product is: [C:1]([N:4]1[C:13]2[C:8](=[CH:9][C:10]([C:14]3[CH:22]=[CH:21][C:17]([C:18]([NH:66][CH2:67][CH2:68][NH:69][C:70](=[O:76])[O:71][C:72]([CH3:74])([CH3:73])[CH3:75])=[O:19])=[CH:16][CH:15]=3)=[CH:11][CH:12]=2)[C@H:7]([NH:23][C:24]2[CH:29]=[CH:28][C:27]([C:30]#[N:31])=[CH:26][N:25]=2)[CH2:6][C@@H:5]1[CH3:32])(=[O:3])[CH3:2]. (2) Given the reactants Br[C:2]1[S:3][CH:4]=[CH:5][CH:6]=1.[Mg].II.[CH3:10][N:11]1[CH2:16][CH2:15][CH:14]([O:17][C:18](=[O:26])[C:19](=[O:25])[C:20]2[S:21][CH:22]=[CH:23][CH:24]=2)[CH2:13][CH2:12]1.[Cl-].[NH4+], predict the reaction product. The product is: [CH3:10][N:11]1[CH2:16][CH2:15][CH:14]([O:17][C:18](=[O:26])[C:19]([OH:25])([C:20]2[S:21][CH:22]=[CH:23][CH:24]=2)[C:2]2[S:3][CH:4]=[CH:5][CH:6]=2)[CH2:13][CH2:12]1. (3) Given the reactants NCCC[CH:5]([NH2:9])[CH2:6][CH2:7][NH2:8].[CH2:10](O)[CH3:11], predict the reaction product. The product is: [NH2:8][CH2:7][CH2:6][CH2:5][N:9]1[CH2:5][CH2:6][CH2:7][NH:8][CH:10]1[CH3:11]. (4) Given the reactants [CH:1]1([CH2:4][O:5][C:6]2[N:11]=[C:10]([C:12]([OH:14])=O)[CH:9]=[CH:8][C:7]=2[N:15]2[CH2:18][C:17]([F:20])([F:19])[CH2:16]2)[CH2:3][CH2:2]1.[C:21]([NH2:25])([CH3:24])([CH3:23])[CH3:22], predict the reaction product. The product is: [C:21]([NH:25][C:12]([C:10]1[CH:9]=[CH:8][C:7]([N:15]2[CH2:18][C:17]([F:20])([F:19])[CH2:16]2)=[C:6]([O:5][CH2:4][CH:1]2[CH2:2][CH2:3]2)[N:11]=1)=[O:14])([CH3:24])([CH3:23])[CH3:22]. (5) Given the reactants Br[C:2]1[N:7]=[N:6][C:5]([NH2:8])=[N:4][C:3]=1[C:9]1[CH:14]=[CH:13][CH:12]=[CH:11][CH:10]=1.[NH:15]1[CH2:20][CH2:19][O:18][CH2:17][CH2:16]1, predict the reaction product. The product is: [N:15]1([C:2]2[N:7]=[N:6][C:5]([NH2:8])=[N:4][C:3]=2[C:9]2[CH:14]=[CH:13][CH:12]=[CH:11][CH:10]=2)[CH2:20][CH2:19][O:18][CH2:17][CH2:16]1. (6) Given the reactants [Br:1]C1C=CC2SC(CCCBr)=C(C)C=2C=1.[CH2:16]([C:18]1[C:22]2[CH:23]=[CH:24][C:25]([C:27]([F:30])([F:29])[F:28])=[CH:26][C:21]=2[S:20][C:19]=1[CH2:31][CH2:32][CH2:33]O)[CH3:17], predict the reaction product. The product is: [Br:1][CH2:33][CH2:32][CH2:31][C:19]1[S:20][C:21]2[CH:26]=[C:25]([C:27]([F:30])([F:29])[F:28])[CH:24]=[CH:23][C:22]=2[C:18]=1[CH2:16][CH3:17]. (7) Given the reactants [CH2:1]([N:8]1[CH2:15][CH2:14][CH:13]=[CH:12][CH2:11][C@H:10]([NH:16]C(=O)OC(C)(C)C)[C:9]1=[O:24])[C:2]1[CH:7]=[CH:6][CH:5]=[CH:4][CH:3]=1.C(O)(C(F)(F)F)=O, predict the reaction product. The product is: [NH2:16][C@H:10]1[CH2:11][CH:12]=[CH:13][CH2:14][CH2:15][N:8]([CH2:1][C:2]2[CH:7]=[CH:6][CH:5]=[CH:4][CH:3]=2)[C:9]1=[O:24]. (8) Given the reactants [CH2:1]([OH:6])[CH2:2][C@@H:3]([OH:5])[CH3:4].N1C=CN=C1.CN(C)C=O.[Si:17](Cl)([C:20]([CH3:23])([CH3:22])[CH3:21])([CH3:19])[CH3:18], predict the reaction product. The product is: [Si:17]([O:6][CH2:1][CH2:2][C@@H:3]([OH:5])[CH3:4])([C:20]([CH3:23])([CH3:22])[CH3:21])([CH3:19])[CH3:18]. (9) Given the reactants [F:1][C:2]1[CH:7]=[CH:6][CH:5]=[CH:4][C:3]=1[CH:8]=[CH:9][C:10]([NH:12][C@H:13]([C:27]([O:29]C)=[O:28])[CH2:14][C:15]1[C:23]2[C:18](=[CH:19][CH:20]=[CH:21][CH:22]=2)[N:17]([CH:24]([CH3:26])[CH3:25])[CH:16]=1)=[O:11].[OH-].[Na+], predict the reaction product. The product is: [F:1][C:2]1[CH:7]=[CH:6][CH:5]=[CH:4][C:3]=1[CH:8]=[CH:9][C:10]([NH:12][C@H:13]([C:27]([OH:29])=[O:28])[CH2:14][C:15]1[C:23]2[C:18](=[CH:19][CH:20]=[CH:21][CH:22]=2)[N:17]([CH:24]([CH3:26])[CH3:25])[CH:16]=1)=[O:11].